This data is from Full USPTO retrosynthesis dataset with 1.9M reactions from patents (1976-2016). The task is: Predict the reactants needed to synthesize the given product. Given the product [CH:1]1([S:6]([CH2:7][CH2:8][NH:9][C:10]2[N:15]=[C:14]([N:16]3[C:20]4[CH:21]=[CH:22][CH:23]=[CH:24][C:19]=4[N:18]=[C:17]3[CH:25]([F:27])[F:26])[N:13]=[C:12]([N:28]3[CH2:29][CH2:30][O:31][CH2:32][CH2:33]3)[N:11]=2)=[O:42])[CH2:2][CH2:3][CH2:4][CH2:5]1, predict the reactants needed to synthesize it. The reactants are: [CH:1]1([S:6][CH2:7][CH2:8][NH:9][C:10]2[N:15]=[C:14]([N:16]3[C:20]4[CH:21]=[CH:22][CH:23]=[CH:24][C:19]=4[N:18]=[C:17]3[CH:25]([F:27])[F:26])[N:13]=[C:12]([N:28]3[CH2:33][CH2:32][O:31][CH2:30][CH2:29]3)[N:11]=2)[CH2:5][CH2:4][CH2:3][CH2:2]1.ClC1C=CC=C(C(OO)=[O:42])C=1.O.